This data is from NCI-60 drug combinations with 297,098 pairs across 59 cell lines. The task is: Regression. Given two drug SMILES strings and cell line genomic features, predict the synergy score measuring deviation from expected non-interaction effect. Cell line: SK-OV-3. Synergy scores: CSS=46.0, Synergy_ZIP=4.42, Synergy_Bliss=5.53, Synergy_Loewe=-25.1, Synergy_HSA=4.69. Drug 2: CCCCCOC(=O)NC1=NC(=O)N(C=C1F)C2C(C(C(O2)C)O)O. Drug 1: CC1=C2C(C(=O)C3(C(CC4C(C3C(C(C2(C)C)(CC1OC(=O)C(C(C5=CC=CC=C5)NC(=O)OC(C)(C)C)O)O)OC(=O)C6=CC=CC=C6)(CO4)OC(=O)C)OC)C)OC.